From a dataset of Forward reaction prediction with 1.9M reactions from USPTO patents (1976-2016). Predict the product of the given reaction. (1) Given the reactants C([O:8][C:9]1[C:14]([C:15]([F:18])([F:17])[F:16])=[C:13]([O:19]CC2C=CC=CC=2)[CH:12]=[CH:11][C:10]=1[C:27](=[O:29])[CH3:28])C1C=CC=CC=1, predict the reaction product. The product is: [OH:8][C:9]1[C:14]([C:15]([F:16])([F:17])[F:18])=[C:13]([OH:19])[CH:12]=[CH:11][C:10]=1[C:27](=[O:29])[CH3:28]. (2) Given the reactants Br[C:2]1[C:7]([CH2:8][O:9][CH3:10])=[CH:6][C:5]([O:11][CH2:12][O:13][CH3:14])=[CH:4][C:3]=1[O:15][CH2:16][O:17][CH3:18].[Li]CCCC.CN([CH:27]=[O:28])C, predict the reaction product. The product is: [CH3:18][O:17][CH2:16][O:15][C:3]1[CH:4]=[C:5]([O:11][CH2:12][O:13][CH3:14])[CH:6]=[C:7]([CH2:8][O:9][CH3:10])[C:2]=1[CH:27]=[O:28]. (3) Given the reactants [CH2:1]([O:3][C:4](=[O:17])[CH2:5][C:6]1[NH:11][C:10]2[CH:12]=[CH:13][C:14]([NH2:16])=[CH:15][C:9]=2[S:8][CH:7]=1)[CH3:2].C(N(CC)CC)C.[CH3:25][S:26](Cl)(=[O:28])=[O:27], predict the reaction product. The product is: [CH2:1]([O:3][C:4](=[O:17])[CH2:5][C:6]1[NH:11][C:10]2[CH:12]=[CH:13][C:14]([NH:16][S:26]([CH3:25])(=[O:28])=[O:27])=[CH:15][C:9]=2[S:8][CH:7]=1)[CH3:2]. (4) Given the reactants [Br:1][C:2]1[CH:10]=[CH:9][C:8]([F:11])=[CH:7][C:3]=1[C:4](O)=[O:5].B.C(OCC)(=O)C.Cl, predict the reaction product. The product is: [Br:1][C:2]1[CH:10]=[CH:9][C:8]([F:11])=[CH:7][C:3]=1[CH2:4][OH:5].